From a dataset of Forward reaction prediction with 1.9M reactions from USPTO patents (1976-2016). Predict the product of the given reaction. (1) Given the reactants [F:1][C:2]([F:22])([F:21])[O:3][C:4]1[CH:5]=[C:6]([CH:18]=[CH:19][CH:20]=1)[O:7][CH2:8][C:9]1[N:10]=[CH:11][C:12]([C:15]([OH:17])=O)=[N:13][CH:14]=1.Cl.[CH3:24][O:25][C:26](=[O:42])[C@@H:27]([NH2:41])[CH2:28][C:29]1[CH:34]=[CH:33][C:32]([C:35]2[CH:40]=[CH:39][CH:38]=[CH:37][CH:36]=2)=[CH:31][CH:30]=1.CN(C(ON1N=NC2C=CC=CC1=2)=[N+](C)C)C.F[P-](F)(F)(F)(F)F.CCN(C(C)C)C(C)C, predict the reaction product. The product is: [CH3:24][O:25][C:26](=[O:42])[C@@H:27]([NH:41][C:15]([C:12]1[CH:11]=[N:10][C:9]([CH2:8][O:7][C:6]2[CH:18]=[CH:19][CH:20]=[C:4]([O:3][C:2]([F:1])([F:22])[F:21])[CH:5]=2)=[CH:14][N:13]=1)=[O:17])[CH2:28][C:29]1[CH:34]=[CH:33][C:32]([C:35]2[CH:40]=[CH:39][CH:38]=[CH:37][CH:36]=2)=[CH:31][CH:30]=1. (2) Given the reactants [CH3:1][O:2][N:3]([CH3:16])[C:4](=[O:15])[CH2:5][C:6]1[CH:11]=[CH:10][CH:9]=[C:8]([N+:12]([O-])=O)[N:7]=1, predict the reaction product. The product is: [NH2:12][C:8]1[N:7]=[C:6]([CH2:5][C:4]([N:3]([O:2][CH3:1])[CH3:16])=[O:15])[CH:11]=[CH:10][CH:9]=1. (3) Given the reactants [Cl:1][C:2]1[CH:3]=[C:4]2[CH:10]=[C:9]([C:11]([OH:13])=O)[NH:8][C:5]2=[CH:6][N:7]=1.[CH3:14][O:15][C:16]1[CH:21]=[CH:20][CH:19]=[CH:18][C:17]=1[CH2:22][CH2:23][NH2:24], predict the reaction product. The product is: [CH3:14][O:15][C:16]1[CH:21]=[CH:20][CH:19]=[CH:18][C:17]=1[CH2:22][CH2:23][NH:24][C:11]([C:9]1[NH:8][C:5]2=[CH:6][N:7]=[C:2]([Cl:1])[CH:3]=[C:4]2[CH:10]=1)=[O:13]. (4) Given the reactants [CH:1]1[C:2]([CH2:10][C@@H:11]([NH2:28])[CH2:12][C:13]([N:15]2[CH2:27][C:19]3=[N:20][N:21]=[C:22]([C:23]([F:26])([F:25])[F:24])[N:18]3[CH2:17][CH2:16]2)=[O:14])=[C:3]([F:9])[CH:4]=[C:5]([F:8])[C:6]=1[F:7].[C:29]([OH:42])(=[O:41])/[CH:30]=[CH:31]/[C:32]1[CH:40]=[CH:39][C:37]([OH:38])=[C:34]([O:35][CH3:36])[CH:33]=1, predict the reaction product. The product is: [CH:1]1[C:2]([CH2:10][C@@H:11]([NH2:28])[CH2:12][C:13]([N:15]2[CH2:27][C:19]3=[N:20][N:21]=[C:22]([C:23]([F:26])([F:25])[F:24])[N:18]3[CH2:17][CH2:16]2)=[O:14])=[C:3]([F:9])[CH:4]=[C:5]([F:8])[C:6]=1[F:7].[C:29]([O-:42])(=[O:41])/[CH:30]=[CH:31]/[C:32]1[CH:40]=[CH:39][C:37]([OH:38])=[C:34]([O:35][CH3:36])[CH:33]=1. (5) Given the reactants [Cl:1][C:2]1[C:7]([CH:8]=[N:9][OH:10])=[C:6]([Cl:11])[CH:5]=[CH:4][N:3]=1.[Cl:12]N1C(=O)CCC1=O, predict the reaction product. The product is: [Cl:1][C:2]1[C:7]([C:8]([Cl:12])=[N:9][OH:10])=[C:6]([Cl:11])[CH:5]=[CH:4][N:3]=1. (6) Given the reactants [Cl:1][C:2]1[CH:7]=[CH:6][CH:5]=[CH:4][C:3]=1[C:8]1[N:9]=[N:10][N:11]([CH3:27])[C:12]=1[C:13]1[N:14]=[CH:15][N:16]([C:18]2[CH:26]=[CH:25][C:21]([C:22](O)=[O:23])=[CH:20][N:19]=2)[CH:17]=1.C1N=C[N:30](C(N2C=NC=C2)=O)C=1.[OH-].[NH4+], predict the reaction product. The product is: [Cl:1][C:2]1[CH:7]=[CH:6][CH:5]=[CH:4][C:3]=1[C:8]1[N:9]=[N:10][N:11]([CH3:27])[C:12]=1[C:13]1[N:14]=[CH:15][N:16]([C:18]2[CH:26]=[CH:25][C:21]([C:22]([NH2:30])=[O:23])=[CH:20][N:19]=2)[CH:17]=1. (7) Given the reactants Cl.[Cl:2][C:3]1[CH:4]=[CH:5][C:6]([O:11][CH3:12])=[C:7]([NH:9]N)[CH:8]=1.Cl.[CH3:14][CH:15]([CH:21]=O)[C:16]([O:18][CH2:19][CH3:20])=[O:17].Cl.[BH4-].[Na+], predict the reaction product. The product is: [Cl:2][C:3]1[CH:4]=[CH:5][C:6]([O:11][CH3:12])=[C:7]2[C:8]=1[C:15]([CH3:21])([C:16]([O:18][CH2:19][CH3:20])=[O:17])[CH2:14][NH:9]2. (8) Given the reactants [NH2:1][C:2]1[CH:3]=[C:4]([NH:8]C(=O)OC(C)(C)C)[CH:5]=[CH:6][CH:7]=1.N1C=CC=CC=1.[CH2:22]([S:29](Cl)(=[O:31])=[O:30])[C:23]1[CH:28]=[CH:27][CH:26]=[CH:25][CH:24]=1.FC(F)(F)C(O)=O, predict the reaction product. The product is: [NH2:1][C:2]1[CH:3]=[C:4]([NH:8][S:29]([CH2:22][C:23]2[CH:28]=[CH:27][CH:26]=[CH:25][CH:24]=2)(=[O:31])=[O:30])[CH:5]=[CH:6][CH:7]=1. (9) Given the reactants [CH3:1][O:2][C:3]1[CH:4]=[C:5]([OH:13])[C:6](=[CH:11][CH:12]=1)[C:7]([O:9][CH3:10])=[O:8].[C:14](=O)([O-])[O-].[K+].[K+].BrC([C:24]([O:26][C:27]([CH3:30])([CH3:29])[CH3:28])=[O:25])CN.[I-].[K+].C[N:34]([CH3:37])C=O, predict the reaction product. The product is: [C:27]([O:26][C:24]([NH:34][CH2:37][CH2:14][O:13][C:5]1[CH:4]=[C:3]([O:2][CH3:1])[CH:12]=[CH:11][C:6]=1[C:7]([O:9][CH3:10])=[O:8])=[O:25])([CH3:28])([CH3:29])[CH3:30].